This data is from Catalyst prediction with 721,799 reactions and 888 catalyst types from USPTO. The task is: Predict which catalyst facilitates the given reaction. (1) Reactant: [CH:1]1([CH2:6][CH:7]([C:11]2[CH:16]=[CH:15][C:14]([NH:17][C:18]([C:20]3[CH:21]=[N:22][CH:23]=[CH:24][CH:25]=3)=[O:19])=[CH:13][CH:12]=2)[C:8](O)=[O:9])[CH2:5][CH2:4][CH2:3][CH2:2]1.C(Cl)(=O)C(Cl)=O.[CH2:32]([O:34][C:35]([C:37]1[N:38]=[C:39]([NH2:42])[S:40][CH:41]=1)=[O:36])[CH3:33].C(N(CC)C(C)C)(C)C. Product: [CH2:32]([O:34][C:35]([C:37]1[N:38]=[C:39]([NH:42][C:8](=[O:9])[CH:7]([C:11]2[CH:16]=[CH:15][C:14]([NH:17][C:18]([C:20]3[CH:21]=[N:22][CH:23]=[CH:24][CH:25]=3)=[O:19])=[CH:13][CH:12]=2)[CH2:6][CH:1]2[CH2:2][CH2:3][CH2:4][CH2:5]2)[S:40][CH:41]=1)=[O:36])[CH3:33]. The catalyst class is: 832. (2) Reactant: [CH:1]1[C:2]2[C:16](=[O:17])[C:15]3[C:14]([OH:18])=[C:13]([O:19][C@@H:20]4[O:25][C@H:24]([CH2:26][OH:27])[C@@H:23]([OH:28])[C@H:22]([OH:29])[C@H:21]4[OH:30])[C:12]([OH:31])=[CH:11][C:10]=3[O:9][C:3]=2[CH:4]=[C:5]([OH:8])[C:6]=1[OH:7].CS(C)=O.[OH-].[Ca+2:37].[OH-].C(O)C. Product: [CH:1]1[C:2]2[C:16](=[O:17])[C:15]3[C:14]([OH:18])=[C:13]([O:19][C@@H:20]4[O:25][C@H:24]([CH2:26][OH:27])[C@@H:23]([OH:28])[C@H:22]([OH:29])[C@H:21]4[OH:30])[C:12]([OH:31])=[CH:11][C:10]=3[O:9][C:3]=2[CH:4]=[C:5]([OH:8])[C:6]=1[OH:7].[Ca:37]. The catalyst class is: 610. (3) Reactant: [CH2:1](O)[CH3:2].C1(P(C2C=CC=CC=2)C2C=CC=CC=2)C=CC=CC=1.[Cl:23][CH2:24][C:25]1([CH3:44])[O:29][N:28]=[C:27]([S:30][CH2:31][C:32]2[C:33]([C:40]([F:43])([F:42])[F:41])=[N:34][N:35]([CH2:38][CH3:39])[C:36]=2[OH:37])[CH2:26]1.N(C(OC(C)C)=O)=NC(OC(C)C)=O. Product: [Cl:23][CH2:24][C:25]1([CH3:44])[O:29][N:28]=[C:27]([S:30][CH2:31][C:32]2[C:33]([C:40]([F:43])([F:42])[F:41])=[N:34][N:35]([CH2:38][CH3:39])[C:36]=2[O:37][CH2:1][CH3:2])[CH2:26]1. The catalyst class is: 355. (4) Reactant: [CH2:1]([O:8][N:9]1[C:15](=[O:16])[N:14]2[CH2:17][C@H:10]1[CH2:11][CH2:12][C@H:13]2[C:18]([OH:20])=O)[C:2]1[CH:7]=[CH:6][CH:5]=[CH:4][CH:3]=1.[CH3:21][N:22]([C:24](=[O:26])[CH3:25])[NH2:23].ON1C2C=CC=CC=2N=N1.Cl.C(N=C=NCCCN(C)C)C. Product: [C:24]([N:22]([CH3:21])[NH:23][C:18]([C@H:13]1[CH2:12][CH2:11][C@H:10]2[CH2:17][N:14]1[C:15](=[O:16])[N:9]2[O:8][CH2:1][C:2]1[CH:3]=[CH:4][CH:5]=[CH:6][CH:7]=1)=[O:20])(=[O:26])[CH3:25]. The catalyst class is: 172.